Predict the reaction yield, written as a fraction of the theoretical maximum amount of product (1.0 means a 100% yield; for example, 0.34 means a 34% yield). From a dataset of Reaction yield outcomes from USPTO patents with 853,638 reactions. (1) The reactants are [N:1]1[C:10]2[C:5](=[N:6][CH:7]=[CH:8][CH:9]=2)[C:4]([NH2:11])=[CH:3][CH:2]=1.[H-].[Na+].[C:14]1([S:20](Cl)(=[O:22])=[O:21])[CH:19]=[CH:18][CH:17]=[CH:16][CH:15]=1. The catalyst is C1COCC1. The product is [N:1]1[C:10]2[C:5](=[N:6][CH:7]=[CH:8][CH:9]=2)[C:4]([NH:11][S:20]([C:14]2[CH:19]=[CH:18][CH:17]=[CH:16][CH:15]=2)(=[O:22])=[O:21])=[CH:3][CH:2]=1. The yield is 0.300. (2) The reactants are [OH:1][C:2]1[CH:3]=[C:4]([CH:9]=[CH:10][C:11]=1[O:12][CH3:13])[C:5]([O:7][CH3:8])=[O:6].Br[CH2:15][CH2:16][O:17][CH3:18].C([O-])([O-])=O.[K+].[K+]. The catalyst is CN(C=O)C. The product is [CH3:13][O:12][C:11]1[CH:10]=[CH:9][C:4]([C:5]([O:7][CH3:8])=[O:6])=[CH:3][C:2]=1[O:1][CH2:15][CH2:16][O:17][CH3:18]. The yield is 0.850.